From a dataset of Reaction yield outcomes from USPTO patents with 853,638 reactions. Predict the reaction yield, written as a fraction of the theoretical maximum amount of product (1.0 means a 100% yield; for example, 0.34 means a 34% yield). (1) The catalyst is C1C=CC(P(C2C=CC=CC=2)[C-]2C=CC=C2)=CC=1.C1C=CC(P(C2C=CC=CC=2)[C-]2C=CC=C2)=CC=1.Cl[Pd]Cl.[Fe+2].C1COCC1. The reactants are Br[C:2]1[CH:19]=[C:18]([F:20])[C:5]([CH2:6][N:7]2[C:12](=[O:13])[C:11]3[CH:14]=[CH:15][N:16]=[CH:17][C:10]=3[N:9]=[CH:8]2)=[C:4]([F:21])[CH:3]=1.[CH3:22][N:23]1[CH:31]=[C:30]2[C:25]([CH:26]=[CH:27][CH:28]=[C:29]2B(O)O)=[N:24]1.C([O-])([O-])=O.[Cs+].[Cs+].O. The product is [F:20][C:18]1[CH:19]=[C:2]([C:29]2[C:30]3[C:25]([CH:26]=[CH:27][CH:28]=2)=[N:24][N:23]([CH3:22])[CH:31]=3)[CH:3]=[C:4]([F:21])[C:5]=1[CH2:6][N:7]1[C:12](=[O:13])[C:11]2[CH:14]=[CH:15][N:16]=[CH:17][C:10]=2[N:9]=[CH:8]1. The yield is 0.700. (2) The reactants are [Cl-].O[NH3+:3].[C:4](=[O:7])([O-])[OH:5].[Na+].CS(C)=O.[CH3:13][C:14]1[N:15]([C:39]2[CH:40]=[N:41][C:42]([O:45][CH:46]3[CH2:51][CH2:50][O:49][CH2:48][CH2:47]3)=[CH:43][CH:44]=2)[C:16](=[O:38])[C:17]([CH2:23][C:24]2[CH:29]=[CH:28][C:27]([C:30]3[C:31]([C:36]#[N:37])=[CH:32][CH:33]=[CH:34][CH:35]=3)=[CH:26][CH:25]=2)=[C:18]([CH2:20][CH2:21][CH3:22])[N:19]=1. The catalyst is C(OCC)(=O)C. The product is [CH3:13][C:14]1[N:15]([C:39]2[CH:40]=[N:41][C:42]([O:45][CH:46]3[CH2:47][CH2:48][O:49][CH2:50][CH2:51]3)=[CH:43][CH:44]=2)[C:16](=[O:38])[C:17]([CH2:23][C:24]2[CH:25]=[CH:26][C:27]([C:30]3[CH:35]=[CH:34][CH:33]=[CH:32][C:31]=3[C:36]3[NH:3][C:4](=[O:7])[O:5][N:37]=3)=[CH:28][CH:29]=2)=[C:18]([CH2:20][CH2:21][CH3:22])[N:19]=1. The yield is 0.640. (3) The reactants are C[O:2][C:3](=O)[C:4]1[CH:9]=[CH:8][C:7]([CH2:10][S:11]([C:14]2[CH:19]=[CH:18][CH:17]=[CH:16][CH:15]=2)(=[O:13])=[O:12])=[CH:6][CH:5]=1.CC(C[AlH]CC(C)C)C.[NH4+].[Cl-]. The catalyst is C(Cl)Cl. The product is [C:14]1([S:11]([CH2:10][C:7]2[CH:6]=[CH:5][C:4]([CH2:3][OH:2])=[CH:9][CH:8]=2)(=[O:12])=[O:13])[CH:19]=[CH:18][CH:17]=[CH:16][CH:15]=1. The yield is 0.800. (4) The reactants are [CH3:1][C:2]1[CH:3]=[CH:4][C:5]([N+:9]([O-:11])=[O:10])=[C:6]([OH:8])[CH:7]=1.C(=O)([O-])[O-].[K+].[K+].C[CH2:19][O:20][CH2:21][CH3:22]. The catalyst is CN(C=O)C.C(C1OC1)Br. The product is [CH3:1][C:2]1[CH:3]=[CH:4][C:5]([N+:9]([O-:11])=[O:10])=[C:6]([CH:7]=1)[O:8][CH2:22][CH:21]1[CH2:19][O:20]1. The yield is 0.830. (5) The reactants are [N:1]([CH:4]([CH3:14])[CH2:5][NH:6][C:7](=[O:13])[O:8][C:9]([CH3:12])([CH3:11])[CH3:10])=[N+]=[N-]. The catalyst is CO.[Pd]. The product is [NH2:1][CH:4]([CH3:14])[CH2:5][NH:6][C:7](=[O:13])[O:8][C:9]([CH3:11])([CH3:10])[CH3:12]. The yield is 0.837. (6) The reactants are [Cl:1][C:2]1[CH:29]=[CH:28][C:5]([CH2:6][NH:7][C:8](=[O:27])[CH2:9][C@@H:10]2[CH2:21]C=CC[CH2:17][C:16](=[O:22])[O:15][CH2:14][C@@H:13]3[CH2:23][CH2:24][CH2:25][N:12]3[C:11]2=[O:26])=[CH:4][CH:3]=1.C[N+]1([O-])CC[O:34]CC1.S([O-])([O-])=O.[Na+].[Na+].[CH3:44][C:45]([OH:48])([CH3:47])C.C1COCC1.O. The catalyst is [Os](=O)(=O)(=O)=O. The product is [Cl:1][C:2]1[CH:29]=[CH:28][C:5]([CH2:6][NH:7][C:8](=[O:27])[CH2:9][C@@H:10]2[CH2:21][C@H:44]([OH:34])[C@@H:45]([OH:48])[CH2:47][CH2:17][C:16](=[O:22])[O:15][CH2:14][C@@H:13]3[CH2:23][CH2:24][CH2:25][N:12]3[C:11]2=[O:26])=[CH:4][CH:3]=1. The yield is 0.490. (7) The reactants are [Br:1][C:2]1[CH:3]=[C:4]([N+:12]([O-:14])=[O:13])[C:5]([CH3:11])=[C:6]([CH:10]=1)[C:7]([OH:9])=[O:8].[C:15](=O)([O-])[O-].[Na+].[Na+].CI. The catalyst is CN(C=O)C. The product is [Br:1][C:2]1[CH:3]=[C:4]([N+:12]([O-:14])=[O:13])[C:5]([CH3:11])=[C:6]([CH:10]=1)[C:7]([O:9][CH3:15])=[O:8]. The yield is 0.970. (8) The reactants are [CH3:1][C:2]1[CH:10]=[CH:9][CH:8]=[C:7]2[C:3]=1[CH2:4][C:5](=[O:11])[NH:6]2.[Cl:12]N1C(=O)CCC1=O.FC(F)(F)C(O)=O. The catalyst is C(#N)C. The product is [Cl:12][C:10]1[C:2]([CH3:1])=[C:3]2[C:7](=[CH:8][CH:9]=1)[NH:6][C:5](=[O:11])[CH2:4]2. The yield is 0.680.